From a dataset of Catalyst prediction with 721,799 reactions and 888 catalyst types from USPTO. Predict which catalyst facilitates the given reaction. (1) Reactant: [CH:1]([C:3]1[C:8]([NH:9][C:10](=[O:16])[O:11][C:12]([CH3:15])([CH3:14])[CH3:13])=[CH:7][CH:6]=[C:5]([C:17]2[CH:22]=[CH:21][CH:20]=[CH:19][CH:18]=2)[N:4]=1)=[O:2].[BH4-].[Na+]. Product: [OH:2][CH2:1][C:3]1[C:8]([NH:9][C:10](=[O:16])[O:11][C:12]([CH3:15])([CH3:14])[CH3:13])=[CH:7][CH:6]=[C:5]([C:17]2[CH:18]=[CH:19][CH:20]=[CH:21][CH:22]=2)[N:4]=1. The catalyst class is: 219. (2) Reactant: [C:1]([O:5][C:6]([NH:8][C:9]1[CH:10]=[C:11]2[C:16](=[C:17]([N+:19]([O-])=O)[CH:18]=1)[N:15]=[CH:14][CH:13]=[CH:12]2)=[O:7])([CH3:4])([CH3:3])[CH3:2]. Product: [NH2:19][C:17]1[CH:18]=[C:9]([NH:8][C:6]([O:5][C:1]([CH3:4])([CH3:3])[CH3:2])=[O:7])[CH:10]=[C:11]2[C:16]=1[N:15]=[CH:14][CH:13]=[CH:12]2. The catalyst class is: 19. (3) Reactant: Cl[CH2:2][C:3]1[S:4][C:5]([C:14]([F:17])([F:16])[F:15])=[C:6]([C:8]2[CH:13]=[CH:12][CH:11]=[CH:10][CH:9]=2)[CH:7]=1.[C:18]([O:22][C:23]([N:25]1[C:30]2[CH:31]=[CH:32][C:33]([OH:35])=[CH:34][C:29]=2[O:28][CH2:27][CH2:26]1)=[O:24])([CH3:21])([CH3:20])[CH3:19].C(=O)([O-])[O-].[K+].[K+]. Product: [C:18]([O:22][C:23]([N:25]1[C:30]2[CH:31]=[CH:32][C:33]([O:35][CH2:2][C:3]3[S:4][C:5]([C:14]([F:17])([F:16])[F:15])=[C:6]([C:8]4[CH:13]=[CH:12][CH:11]=[CH:10][CH:9]=4)[CH:7]=3)=[CH:34][C:29]=2[O:28][CH2:27][CH2:26]1)=[O:24])([CH3:21])([CH3:19])[CH3:20]. The catalyst class is: 3.